This data is from Forward reaction prediction with 1.9M reactions from USPTO patents (1976-2016). The task is: Predict the product of the given reaction. Given the reactants [C:1]([N:4]1[CH2:9][CH2:8][C:7]2[N:10]([CH3:36])[N:11]=[C:12]([NH:13][C:14]3[CH:19]=[CH:18][C:17]([C:20]4[CH:21]=[N:22][N:23]([CH2:25][CH2:26][N:27](C)[C:28](=O)OC(C)(C)C)[CH:24]=4)=[CH:16][CH:15]=3)[C:6]=2[CH2:5]1)(=[O:3])[CH3:2].C(O)(C(F)(F)F)=O, predict the reaction product. The product is: [CH3:36][N:10]1[C:7]2[CH2:8][CH2:9][N:4]([C:1](=[O:3])[CH3:2])[CH2:5][C:6]=2[C:12]([NH:13][C:14]2[CH:15]=[CH:16][C:17]([C:20]3[CH:21]=[N:22][N:23]([CH2:25][CH2:26][NH:27][CH3:28])[CH:24]=3)=[CH:18][CH:19]=2)=[N:11]1.